From a dataset of Reaction yield outcomes from USPTO patents with 853,638 reactions. Predict the reaction yield, written as a fraction of the theoretical maximum amount of product (1.0 means a 100% yield; for example, 0.34 means a 34% yield). (1) The reactants are C([O:8][C:9](=[O:49])[CH2:10][C@@H:11]([N:29]1[CH:33]=[CH:32][C:31]([C:34]2[CH:39]=[CH:38][C:37]([C:40]3[CH:45]=[CH:44][C:43]([C:46](=[O:48])[NH2:47])=[CH:42][CH:41]=3)=[CH:36][CH:35]=2)=[CH:30]1)[C:12]([NH:14][C@H:15]([C:20](=[O:28])[NH:21][C:22]1[CH:27]=[CH:26][N:25]=[CH:24][CH:23]=1)[C:16]([CH3:19])([CH3:18])[CH3:17])=[O:13])C1C=CC=CC=1. The catalyst is CO.CCOC(C)=O. The product is [C:46]([C:43]1[CH:42]=[CH:41][C:40]([C:37]2[CH:36]=[CH:35][C:34]([C:31]3[CH:32]=[CH:33][N:29]([C@@H:11]([C:12]([NH:14][C@H:15]([C:20](=[O:28])[NH:21][C:22]4[CH:23]=[CH:24][N:25]=[CH:26][CH:27]=4)[C:16]([CH3:18])([CH3:19])[CH3:17])=[O:13])[CH2:10][C:9]([OH:49])=[O:8])[CH:30]=3)=[CH:39][CH:38]=2)=[CH:45][CH:44]=1)(=[O:48])[NH2:47]. The yield is 0.810. (2) The reactants are [OH-].[Li+].[CH:3]1([C@H:9]([NH:14][C:15]([C:17]2[CH:22]=[CH:21][C:20]([C:23]3[CH:28]=[CH:27][C:26]([F:29])=[C:25]([F:30])[CH:24]=3)=[CH:19][C:18]=2[NH:31][C:32]([NH:34][C:35]2[C:40]([CH3:41])=[CH:39][CH:38]=[CH:37][C:36]=2[CH3:42])=[O:33])=[O:16])[C:10]([O:12]C)=[O:11])[CH2:8][CH2:7][CH2:6][CH2:5][CH2:4]1.CO.O. The catalyst is C1COCC1. The product is [CH:3]1([C@H:9]([NH:14][C:15]([C:17]2[CH:22]=[CH:21][C:20]([C:23]3[CH:28]=[CH:27][C:26]([F:29])=[C:25]([F:30])[CH:24]=3)=[CH:19][C:18]=2[NH:31][C:32]([NH:34][C:35]2[C:36]([CH3:42])=[CH:37][CH:38]=[CH:39][C:40]=2[CH3:41])=[O:33])=[O:16])[C:10]([OH:12])=[O:11])[CH2:4][CH2:5][CH2:6][CH2:7][CH2:8]1. The yield is 0.290. (3) The reactants are N1C=CC=CC=1.[Cl:7][C:8]1[CH:13]=[CH:12][NH:11][C:10](=[O:14])[CH:9]=1.[OH:15][C:16]([CH3:31])([CH3:30])[CH2:17][O:18][C:19]1[CH:24]=[CH:23][C:22](B(O)O)=[CH:21][C:20]=1[O:28][CH3:29]. The catalyst is C(Cl)Cl.CO. The product is [Cl:7][C:8]1[CH:13]=[CH:12][N:11]([C:22]2[CH:23]=[CH:24][C:19]([O:18][CH2:17][C:16]([OH:15])([CH3:31])[CH3:30])=[C:20]([O:28][CH3:29])[CH:21]=2)[C:10](=[O:14])[CH:9]=1. The yield is 0.628.